Dataset: Catalyst prediction with 721,799 reactions and 888 catalyst types from USPTO. Task: Predict which catalyst facilitates the given reaction. (1) Reactant: [CH:1]([N:4]1[C:9](=[O:10])[CH:8]=[CH:7][C:6]([C:11]2[C:12]([C:20]3[CH:25]=[CH:24][CH:23]=[CH:22][CH:21]=3)=[N:13][C:14](S(C)=O)=[N:15][CH:16]=2)=[N:5]1)([CH3:3])[CH3:2].[NH:26]1[CH2:31][CH2:30][O:29][CH2:28][CH2:27]1.O. Product: [CH:1]([N:4]1[C:9](=[O:10])[CH:8]=[CH:7][C:6]([C:11]2[C:12]([C:20]3[CH:25]=[CH:24][CH:23]=[CH:22][CH:21]=3)=[N:13][C:14]([N:26]3[CH2:31][CH2:30][O:29][CH2:28][CH2:27]3)=[N:15][CH:16]=2)=[N:5]1)([CH3:3])[CH3:2]. The catalyst class is: 12. (2) Reactant: [O:1]=[C:2]1[CH2:6][S:5][CH2:4][CH:3]1[CH2:7][C:8]1[CH:13]=[CH:12][C:11]([CH:14]([CH3:18])[C:15](O)=[O:16])=[CH:10][CH:9]=1.COC1C=CC(P2(SP(C3C=CC(OC)=CC=3)(=S)S2)=[S:28])=CC=1. Product: [O:1]=[C:2]1[CH2:6][S:5][CH2:4][CH:3]1[CH2:7][C:8]1[CH:13]=[CH:12][C:11]([CH:14]([CH3:18])[C:15]([OH:16])=[S:28])=[CH:10][CH:9]=1. The catalyst class is: 11. (3) Reactant: [Br:1][C:2]1[CH:7]=[C:6]([F:8])[CH:5]=[C:4](/[CH:9]=[CH:10]/[CH3:11])[C:3]=1[OH:12].O[CH:14]([CH:27]=[CH2:28])[CH2:15][O:16][S:17]([C:20]1[CH:25]=[CH:24][C:23]([CH3:26])=[CH:22][CH:21]=1)(=[O:19])=[O:18].C1(P(C2C=CC=CC=2)C2C=CC=CC=2)C=CC=CC=1.N(C(OCC)=O)=NC(OCC)=O. Product: [CH3:26][C:23]1[CH:24]=[CH:25][C:20]([S:17]([O:16][CH2:15][CH:14]([O:12][C:3]2[C:4](/[CH:9]=[CH:10]/[CH3:11])=[CH:5][C:6]([F:8])=[CH:7][C:2]=2[Br:1])[CH:27]=[CH2:28])(=[O:19])=[O:18])=[CH:21][CH:22]=1. The catalyst class is: 11. (4) Reactant: Cl[C:2]1[C:7]2[C:8]([CH3:11])=[N:9][NH:10][C:6]=2[CH:5]=[N:4][CH:3]=1.[CH3:12][O:13][C:14]1[CH:19]=[C:18]([O:20][CH3:21])[CH:17]=[CH:16][C:15]=1[CH2:22][NH2:23]. Product: [CH3:12][O:13][C:14]1[CH:19]=[C:18]([O:20][CH3:21])[CH:17]=[CH:16][C:15]=1[CH2:22][NH:23][C:2]1[CH:3]=[N:4][CH:5]=[C:6]2[NH:10][N:9]=[C:8]([CH3:11])[C:7]=12. The catalyst class is: 51. (5) Reactant: [OH:1][CH:2]1[CH2:7][CH2:6][N:5]([C:8]([O:10][C:11]([CH3:14])([CH3:13])[CH3:12])=[O:9])[CH2:4][CH2:3]1.[H-].[Na+].Br[CH2:18][C:19]1[CH:24]=[CH:23][C:22]([O:25][C:26]([F:29])([F:28])[F:27])=[CH:21][CH:20]=1. Product: [F:27][C:26]([F:28])([F:29])[O:25][C:22]1[CH:23]=[CH:24][C:19]([CH2:18][O:1][CH:2]2[CH2:3][CH2:4][N:5]([C:8]([O:10][C:11]([CH3:14])([CH3:13])[CH3:12])=[O:9])[CH2:6][CH2:7]2)=[CH:20][CH:21]=1. The catalyst class is: 3. (6) Reactant: C(O[C:4](=[O:17])[CH2:5][C:6](=O)[CH2:7][CH2:8][C:9]1[CH:14]=[CH:13][CH:12]=[CH:11][C:10]=1[F:15])C.[NH2:18][C:19]1[CH:23]=[C:22]([CH3:24])[NH:21][N:20]=1.O. Product: [F:15][C:10]1[CH:11]=[CH:12][CH:13]=[CH:14][C:9]=1[CH2:8][CH2:7][C:6]1[CH:5]=[C:4]([OH:17])[N:20]2[N:21]=[C:22]([CH3:24])[CH:23]=[C:19]2[N:18]=1. The catalyst class is: 52. (7) Reactant: [CH2:1]([C:4]1([CH2:17][C:18]([OH:20])=[O:19])[CH2:16][CH2:15][C:7]2([O:12][CH2:11][C:10]([CH3:14])([CH3:13])[CH2:9][O:8]2)[CH2:6][CH2:5]1)[CH:2]=[CH2:3].CI.[C:23]([O-])([O-])=O.[K+].[K+]. Product: [CH3:23][O:19][C:18](=[O:20])[CH2:17][C:4]1([CH2:1][CH:2]=[CH2:3])[CH2:16][CH2:15][C:7]2([O:8][CH2:9][C:10]([CH3:14])([CH3:13])[CH2:11][O:12]2)[CH2:6][CH2:5]1. The catalyst class is: 9.